Dataset: Drug-target binding data from BindingDB using Ki measurements. Task: Regression. Given a target protein amino acid sequence and a drug SMILES string, predict the binding affinity score between them. We predict pKi (pKi = -log10(Ki in M); higher means stronger inhibition). Dataset: bindingdb_ki. The drug is COCc1nc(C)nn1-c1cc(N2CC(c3nc4ccccc4n3C)C2)nc(C2CC2)n1. The target protein sequence is MEDGPSNNASCFRRLTECFLSPSLTDEKVKAYLSLHPQVLDEFVSESVSAETVEKWLKRKNNKSEDESAPKEVSRYQDTNMQGVVYELNSYIEQRLDTGGDNQLLLYELSSIIKIATKADGFALYFLGECNNSLCIFTPPGIKEGKPRLIPAGPITQGTTVSAYVAKSRKTLLVEDILGDERFPRGTGLESGTRIQSVLCLPIVTAIGDLIGILELYRHWGKEAFCLSHQEVATANLAWASVAIHQVQVCRGLAKQTELNDFLLDVSKTYFDNIVAIDSLLEHIMIYAKNLVNADRCALFQVDHKNKELYSDLFDIGEEKEGKPVFKKTKEIRFSIEKGIAGQVARTGEVLNIPDAYADPRFNREVDLYTGYTTRNILCMPIVSRGSVIGVVQMVNKISGSAFSKTDENNFKMFAVFCALALHCANMYHRIRHSECIYRVTMEKLSYHSICTSEEWQGLMQFTLPVRLCKEIELFHFDIGPFENMWPGIFVYMVHRSCGT.... The pKi is 8.6.